From a dataset of Full USPTO retrosynthesis dataset with 1.9M reactions from patents (1976-2016). Predict the reactants needed to synthesize the given product. (1) Given the product [C:22]([C:9]1[CH:10]=[N:11][C:12]2[C:17]([C:8]=1[C:4]1[CH:3]=[C:2]([CH:7]=[CH:6][CH:5]=1)[O:1][CH:31]1[C:39]3[CH:38]=[CH:37][CH:36]=[CH:35][C:34]=3[C:33](=[O:40])[O:32]1)=[CH:16][CH:15]=[CH:14][C:13]=2[C:18]([F:21])([F:19])[F:20])(=[O:23])[C:24]1[CH:25]=[CH:26][CH:27]=[CH:28][CH:29]=1, predict the reactants needed to synthesize it. The reactants are: [OH:1][C:2]1[CH:3]=[C:4]([C:8]2[C:17]3[C:12](=[C:13]([C:18]([F:21])([F:20])[F:19])[CH:14]=[CH:15][CH:16]=3)[N:11]=[CH:10][C:9]=2[C:22]([C:24]2[CH:29]=[CH:28][CH:27]=[CH:26][CH:25]=2)=[O:23])[CH:5]=[CH:6][CH:7]=1.Br[CH:31]1[C:39]2[C:34](=[CH:35][CH:36]=[CH:37][CH:38]=2)[C:33](=[O:40])[O:32]1. (2) Given the product [CH3:1][O:2][C:3]1[CH:23]=[CH:22][C:6]([C:7]2[N:24]=[C:25]3[NH:26][N:27]=[C:28]([CH3:30])[C:29]3=[C:15]([C:16]3[O:17][C:18]([CH3:21])=[CH:19][CH:20]=3)[C:9]=2[C:10]([O:12][CH2:13][CH3:14])=[O:11])=[CH:5][CH:4]=1, predict the reactants needed to synthesize it. The reactants are: [CH3:1][O:2][C:3]1[CH:23]=[CH:22][C:6]([C:7]([C:9](=[CH:15][C:16]2[O:17][C:18]([CH3:21])=[CH:19][CH:20]=2)[C:10]([O:12][CH2:13][CH3:14])=[O:11])=O)=[CH:5][CH:4]=1.[NH2:24][C:25]1[CH:29]=[C:28]([CH3:30])[NH:27][N:26]=1.C(C1C(=O)C(Cl)=C(Cl)C(=O)C=1C#N)#N.C([O-])(O)=O.[Na+]. (3) Given the product [C:19]([N:21]1[C:27]2[CH:28]=[CH:29][CH:30]=[CH:31][C:26]=2[C@@:25]2([C:32]3[CH:37]=[CH:36][CH:35]=[CH:34][CH:33]=3)[C@H:9]([O:8][CH2:1][C:2]3[CH:7]=[CH:6][CH:5]=[CH:4][CH:3]=3)[C:10](=[O:11])[N:24]2[CH2:23][CH2:22]1)(=[O:20])[C:13]1[CH:14]=[CH:15][CH:16]=[CH:17][CH:18]=1, predict the reactants needed to synthesize it. The reactants are: [CH2:1]([O:8][CH2:9][C:10](Cl)=[O:11])[C:2]1[CH:7]=[CH:6][CH:5]=[CH:4][CH:3]=1.[C:13]1([C:19]([N:21]2[C:27]3[CH:28]=[CH:29][CH:30]=[CH:31][C:26]=3[C:25]([C:32]3[CH:37]=[CH:36][CH:35]=[CH:34][CH:33]=3)=[N:24][CH2:23][CH2:22]2)=[O:20])[CH:18]=[CH:17][CH:16]=[CH:15][CH:14]=1.C(N(CC)CC)C.